Dataset: Catalyst prediction with 721,799 reactions and 888 catalyst types from USPTO. Task: Predict which catalyst facilitates the given reaction. (1) Reactant: [CH3:1][NH2:2].[CH2:3]([O:10][C:11]1[C:16](=[O:17])[CH:15]=[C:14]([CH3:18])O[C:12]=1[C:19]([OH:21])=[O:20])[C:4]1[CH:9]=[CH:8][CH:7]=[CH:6][CH:5]=1. Product: [CH3:1][NH2:2].[CH2:3]([O:10][C:11]1[C:16](=[O:17])[CH:15]=[C:14]([CH3:18])[N:2]([CH3:1])[C:12]=1[C:19]([OH:21])=[O:20])[C:4]1[CH:9]=[CH:8][CH:7]=[CH:6][CH:5]=1. The catalyst class is: 5. (2) Reactant: Cl[C:2]1[O:3][C:4]2[C:10]([S:11]([NH2:14])(=[O:13])=[O:12])=[CH:9][CH:8]=[CH:7][C:5]=2[N:6]=1.C(N(C(C)C)C(C)C)C.[C:24]([O:28][C:29]([N:31]1[CH2:36][CH2:35][CH:34]([NH2:37])[CH2:33][CH2:32]1)=[O:30])([CH3:27])([CH3:26])[CH3:25].Cl. Product: [C:24]([O:28][C:29]([N:31]1[CH2:36][CH2:35][CH:34]([NH:37][C:2]2[O:3][C:4]3[C:10]([S:11](=[O:13])(=[O:12])[NH2:14])=[CH:9][CH:8]=[CH:7][C:5]=3[N:6]=2)[CH2:33][CH2:32]1)=[O:30])([CH3:27])([CH3:25])[CH3:26]. The catalyst class is: 23. (3) Reactant: C(OC([N:8]1[CH2:12][CH2:11][CH2:10][CH:9]1[CH2:13][O:14][C:15]1[CH:20]=[CH:19][C:18]([CH3:21])=[CH:17][C:16]=1[C:22]([C:24]1[CH:29]=[CH:28][CH:27]=[CH:26][CH:25]=1)=[CH2:23])=O)(C)(C)C.FC(F)(F)C(O)=O.CC(OC)(C)C.C1CCCCC1.C(O)C.C(NC(C)C)(C)C. Product: [CH3:21][C:18]1[CH:19]=[CH:20][C:15]([O:14][CH2:13][CH:9]2[CH2:10][CH2:11][CH2:12][NH:8]2)=[C:16]([C:22]([C:24]2[CH:29]=[CH:28][CH:27]=[CH:26][CH:25]=2)=[CH2:23])[CH:17]=1. The catalyst class is: 2. (4) Reactant: [Cl:1][C:2]1[C:15]([Cl:16])=[CH:14][C:5]2[NH:6][C:7]([CH2:9][C:10]([F:13])([F:12])[F:11])=[N:8][C:4]=2[CH:3]=1.[H-].[Na+].[O:19]1[C:23]2[CH:24]=[CH:25][CH:26]=[CH:27][C:22]=2[CH:21]=[C:20]1[C:28](=[O:31])[CH2:29]Br. Product: [O:19]1[C:23]2[CH:24]=[CH:25][CH:26]=[CH:27][C:22]=2[CH:21]=[C:20]1[C:28](=[O:31])[CH2:29][N:8]1[C:4]2[CH:3]=[C:2]([Cl:1])[C:15]([Cl:16])=[CH:14][C:5]=2[N:6]=[C:7]1[CH2:9][C:10]([F:12])([F:13])[F:11]. The catalyst class is: 3. (5) Reactant: C[Si](C)(C)CC[O:5][C:6](=[O:29])[CH2:7][C:8]1[C:16]2[C:11](=[CH:12][C:13]([F:19])=[C:14]([O:17][CH3:18])[CH:15]=2)[N:10]([C:20]([C:22]2[S:23][C:24]([Cl:27])=[CH:25][CH:26]=2)=[O:21])[C:9]=1[CH3:28].ClC1SC=CC=1.[F-].C([N+](CCCC)(CCCC)CCCC)CCC. Product: [Cl:27][C:24]1[S:23][C:22]([C:20]([N:10]2[C:11]3[C:16](=[CH:15][C:14]([O:17][CH3:18])=[C:13]([F:19])[CH:12]=3)[C:8]([CH2:7][C:6]([OH:29])=[O:5])=[C:9]2[CH3:28])=[O:21])=[CH:26][CH:25]=1. The catalyst class is: 683. (6) Reactant: [C:1]([C:5]1[O:9][N:8]=[C:7]([NH:10][C:11](=[O:30])[CH2:12][C:13]2[CH:18]=[CH:17][C:16]([C:19]3[CH:20]=[C:21]4[C:27]([CH:28]=[O:29])=[CH:26][NH:25][C:22]4=[N:23][CH:24]=3)=[CH:15][CH:14]=2)[CH:6]=1)([CH3:4])([CH3:3])[CH3:2].[BH4-].[Na+]. Product: [C:1]([C:5]1[O:9][N:8]=[C:7]([NH:10][C:11](=[O:30])[CH2:12][C:13]2[CH:18]=[CH:17][C:16]([C:19]3[CH:20]=[C:21]4[C:27]([CH2:28][OH:29])=[CH:26][NH:25][C:22]4=[N:23][CH:24]=3)=[CH:15][CH:14]=2)[CH:6]=1)([CH3:4])([CH3:2])[CH3:3]. The catalyst class is: 5. (7) Reactant: Br[C:2]1[CH:7]=[CH:6][C:5]([C:8]([F:11])([F:10])[F:9])=[CH:4][C:3]=1[CH:12]([O:15]C)OC.C([Li])CCC.Br[CH2:23][CH2:24][CH2:25][CH:26]=[CH2:27].Cl. Product: [CH2:27]([C:2]1[CH:7]=[CH:6][C:5]([C:8]([F:9])([F:10])[F:11])=[CH:4][C:3]=1[CH:12]=[O:15])[CH2:26][CH2:25][CH:24]=[CH2:23]. The catalyst class is: 1. (8) Reactant: [NH:1]1[C:9]2[C:4](=[CH:5][CH:6]=[CH:7][CH:8]=2)[CH2:3][C:2]1=[O:10].[CH3:11][O:12][C:13]1[CH:14]=[CH:15][C:16]([O:21][CH2:22][CH2:23][N:24]2[CH2:29][CH2:28][CH2:27][CH2:26][CH2:25]2)=[C:17]([CH:20]=1)[CH:18]=O.N1CCCCC1. Product: [CH3:11][O:12][C:13]1[CH:14]=[CH:15][C:16]([O:21][CH2:22][CH2:23][N:24]2[CH2:29][CH2:28][CH2:27][CH2:26][CH2:25]2)=[C:17]([CH:20]=1)[CH:18]=[C:3]1[C:4]2[C:9](=[CH:8][CH:7]=[CH:6][CH:5]=2)[NH:1][C:2]1=[O:10]. The catalyst class is: 14. (9) Reactant: [N:1]1[C:10]2[C:5](=[CH:6][C:7]([NH:11][C:12]3[S:13][C:14]([NH:20][C:21]([C:23]4[CH:27]=[CH:26][S:25][CH:24]=4)=[O:22])=[C:15]([C:17]([NH2:19])=[O:18])[N:16]=3)=[CH:8][CH:9]=2)[CH:4]=[CH:3][CH:2]=1.[C:28]([O-])([O-])=O.[K+].[K+].C[I:35]. Product: [I-:35].[C:17]([C:15]1[N:16]=[C:12]([NH:11][C:7]2[CH:6]=[C:5]3[C:10](=[CH:9][CH:8]=2)[N+:1]([CH3:28])=[CH:2][CH:3]=[CH:4]3)[S:13][C:14]=1[NH:20][C:21]([C:23]1[CH:27]=[CH:26][S:25][CH:24]=1)=[O:22])(=[O:18])[NH2:19]. The catalyst class is: 3. (10) Reactant: [F:1][C:2]1[CH:9]=[C:8]([N+:10]([O-])=O)[CH:7]=[CH:6][C:3]=1[C:4]#[N:5].O.O.[Sn](Cl)Cl.C([O-])([O-])=O.[K+].[K+]. Product: [NH2:10][C:8]1[CH:7]=[CH:6][C:3]([C:4]#[N:5])=[C:2]([F:1])[CH:9]=1. The catalyst class is: 25.